From a dataset of Choline transporter screen with 302,306 compounds. Binary Classification. Given a drug SMILES string, predict its activity (active/inactive) in a high-throughput screening assay against a specified biological target. (1) The drug is s1c(C(=O)N(CC(=O)NC2CCCC2)c2ccc(cc2)C(OC)=O)ccc1C. The result is 0 (inactive). (2) The compound is S(CC(=O)N(CC(=O)Nc1c(CC)cccc1)C)c1sc(=S)n(n1)c1ccccc1. The result is 0 (inactive).